Dataset: Reaction yield outcomes from USPTO patents with 853,638 reactions. Task: Predict the reaction yield, written as a fraction of the theoretical maximum amount of product (1.0 means a 100% yield; for example, 0.34 means a 34% yield). (1) The reactants are [CH2:1]([C:3]1[CH:8]=[C:7]([C:9]([F:21])([C:17]([F:20])([F:19])[F:18])[C:10]([F:16])([F:15])[C:11]([F:14])([F:13])[F:12])[CH:6]=[C:5]([CH3:22])[C:4]=1[NH:23][C:24](=[O:35])[C:25]1[CH:30]=[CH:29][CH:28]=[C:27]([N+:31]([O-:33])=[O:32])[C:26]=1F)[CH3:2].[C:36](=O)([O-])[O-:37].[K+].[K+]. The catalyst is CO. The product is [CH2:1]([C:3]1[CH:8]=[C:7]([C:9]([F:21])([C:17]([F:20])([F:19])[F:18])[C:10]([F:16])([F:15])[C:11]([F:12])([F:13])[F:14])[CH:6]=[C:5]([CH3:22])[C:4]=1[NH:23][C:24](=[O:35])[C:25]1[CH:30]=[CH:29][CH:28]=[C:27]([N+:31]([O-:33])=[O:32])[C:26]=1[O:37][CH3:36])[CH3:2]. The yield is 0.990. (2) The reactants are I[C:2]1[CH:3]=[C:4]([CH:8]=[CH:9][CH:10]=1)[C:5]([OH:7])=[O:6].[C:11](=[O:14])([O-])[O-:12].[K+].[K+].[S-2:17].[Na+].[Na+].O. The catalyst is CN(C=O)C.[Cu](I)I. The product is [C:5]([C:4]1[CH:8]=[CH:9][CH:10]=[CH:2][C:3]=1[S:17][C:2]1[CH:10]=[C:9]([C:11]([OH:12])=[O:14])[CH:8]=[CH:4][CH:3]=1)([OH:7])=[O:6]. The yield is 0.195. (3) The reactants are [CH3:1][N:2]1[CH:6]=[CH:5][C:4]([NH:7][C:8]([C:10]2[CH:20]=[C:19]([OH:21])[C:13]3[CH2:14][C:15]([CH3:18])([CH3:17])[O:16][C:12]=3[CH:11]=2)=[O:9])=[N:3]1.[N:22]1[CH:27]=[CH:26][CH:25]=[CH:24][C:23]=1[CH:28](O)[CH3:29].C1C=CC(P(C2C=CC=CC=2)C2C=CC=CC=2)=CC=1.CC(OC(/N=N/C(OC(C)C)=O)=O)C. The catalyst is C1COCC1. The product is [CH3:1][N:2]1[CH:6]=[CH:5][C:4]([NH:7][C:8]([C:10]2[CH:20]=[C:19]([O:21][CH:28]([C:23]3[CH:24]=[CH:25][CH:26]=[CH:27][N:22]=3)[CH3:29])[C:13]3[CH2:14][C:15]([CH3:18])([CH3:17])[O:16][C:12]=3[CH:11]=2)=[O:9])=[N:3]1. The yield is 0.270. (4) The reactants are [CH2:1]([C:4]1[CH:13]=[N:12][C:11]2[C:6](=[CH:7][CH:8]=[CH:9][CH:10]=2)[N:5]=1)[CH2:2][CH3:3]. The catalyst is C1(C)C=CC=CC=1. The product is [CH2:1]([C@H:4]1[CH2:13][NH:12][C:11]2[C:6](=[CH:7][CH:8]=[CH:9][CH:10]=2)[NH:5]1)[CH2:2][CH3:3]. The yield is 0.960. (5) The reactants are [OH:1][C:2]1[CH:7]=[CH:6][C:5]([C:8](=[C:19]2[CH2:24]C(C)(C)C[C:21](C)(C)[CH2:20]2)[C:9]2[CH:18]=[CH:17][C:12](C(OC)=O)=[CH:11][CH:10]=2)=[CH:4][CH:3]=1.[C:29]([O:33][C:34]([CH3:37])([CH3:36])[CH3:35])(=[O:32])[CH:30]=[CH2:31].CC1C=CC=CC=1P(C1C=CC=CC=1C)C1C=CC=CC=1C.CCN(CC)CC.CN([CH:70]=[O:71])C. The catalyst is CC([O-])=O.CC([O-])=O.[Pd+2].O. The product is [OH:1][C:2]1[CH:3]=[CH:4][C:5]([C:8](=[C:19]2[CH2:24][CH2:70][O:71][CH2:21][CH2:20]2)[C:9]2[CH:10]=[CH:11][C:12](/[CH:31]=[CH:30]/[C:29]([O:33][C:34]([CH3:37])([CH3:36])[CH3:35])=[O:32])=[CH:17][CH:18]=2)=[CH:6][CH:7]=1. The yield is 0.590. (6) The reactants are [F:1][C:2]1[CH:10]=[CH:9][C:5]([C:6](Cl)=[O:7])=[CH:4][CH:3]=1.[CH3:11][N:12]1[CH:16]=[C:15]([C:17]2[C:25]3[C:20](=[N:21][CH:22]=[C:23]([NH2:26])[CH:24]=3)[NH:19][CH:18]=2)[CH:14]=[N:13]1. The catalyst is N1C=CC=CC=1. The product is [F:1][C:2]1[CH:10]=[CH:9][C:5]([C:6]([NH:26][C:23]2[CH:24]=[C:25]3[C:17]([C:15]4[CH:14]=[N:13][N:12]([CH3:11])[CH:16]=4)=[CH:18][NH:19][C:20]3=[N:21][CH:22]=2)=[O:7])=[CH:4][CH:3]=1. The yield is 0.130. (7) The reactants are [C:1]([NH:5][C:6]([C:8]1[C:16]2[C:11](=[N:12][CH:13]=[C:14]([N:17]([CH3:24])[C:18]3[CH:19]=[N:20][CH:21]=[CH:22][CH:23]=3)[N:15]=2)[N:10](COCC[Si](C)(C)C)[CH:9]=1)=[O:7])([CH3:4])([CH3:3])[CH3:2].FC(F)(F)C(O)=O. The catalyst is ClCCl. The product is [C:1]([NH:5][C:6]([C:8]1[C:16]2[C:11](=[N:12][CH:13]=[C:14]([N:17]([CH3:24])[C:18]3[CH:19]=[N:20][CH:21]=[CH:22][CH:23]=3)[N:15]=2)[NH:10][CH:9]=1)=[O:7])([CH3:4])([CH3:3])[CH3:2]. The yield is 0.590.